Predict the product of the given reaction. From a dataset of Forward reaction prediction with 1.9M reactions from USPTO patents (1976-2016). Given the reactants [N+:1]([C:4]1[CH:13]=[CH:12][CH:11]=[C:10]2[C:5]=1[CH:6]=[CH:7][C:8](Cl)=[N:9]2)([O-])=O.[F:15][C:16]1[CH:17]=[C:18]([S:23](Cl)(=[O:25])=[O:24])[CH:19]=[C:20]([F:22])[CH:21]=1.[NH2:27][C:28]1[C:37]2[O:36][CH2:35][CH2:34][O:33][C:32]=2[CH:31]=[CH:30][CH:29]=1, predict the reaction product. The product is: [O:33]1[C:32]2[CH:31]=[CH:30][CH:29]=[C:28]([NH:27][C:8]3[CH:7]=[CH:6][C:5]4[C:10](=[CH:11][CH:12]=[CH:13][C:4]=4[NH:1][S:23]([C:18]4[CH:17]=[C:16]([F:15])[CH:21]=[C:20]([F:22])[CH:19]=4)(=[O:25])=[O:24])[N:9]=3)[C:37]=2[O:36][CH2:35][CH2:34]1.